This data is from Reaction yield outcomes from USPTO patents with 853,638 reactions. The task is: Predict the reaction yield, written as a fraction of the theoretical maximum amount of product (1.0 means a 100% yield; for example, 0.34 means a 34% yield). (1) The reactants are [CH3:1][O:2][C:3]1[CH:4]=[C:5]([C:9]2[CH:17]=[CH:16][CH:15]=[C:14]3[C:10]=2[CH2:11][C:12](=[O:18])[NH:13]3)[CH:6]=[CH:7][CH:8]=1.[CH:19]([N:22]([CH:37]([CH3:39])[CH3:38])[CH2:23][CH2:24][NH:25][C:26]([C:28]1[C:32]([CH3:33])=[C:31]([CH:34]=O)[NH:30][C:29]=1[CH3:36])=[O:27])([CH3:21])[CH3:20]. The yield is 0.790. The product is [CH:37]([N:22]([CH:19]([CH3:21])[CH3:20])[CH2:23][CH2:24][NH:25][C:26]([C:28]1[C:32]([CH3:33])=[C:31]([CH:34]=[C:11]2[C:10]3[C:14](=[CH:15][CH:16]=[CH:17][C:9]=3[C:5]3[CH:6]=[CH:7][CH:8]=[C:3]([O:2][CH3:1])[CH:4]=3)[NH:13][C:12]2=[O:18])[NH:30][C:29]=1[CH3:36])=[O:27])([CH3:38])[CH3:39]. The catalyst is C(O)C.N1CCCCC1. (2) The reactants are COC1C=CC(C[N:8]2[C@@H:13]([CH3:14])[CH2:12][N:11]3[C:15]([C:18]4[CH:23]=[C:22]([O:24][CH3:25])[CH:21]=[CH:20][N:19]=4)=[N:16][N:17]=[C:10]3[C:9]2=[O:26])=CC=1. The catalyst is C(#N)C. The product is [CH3:25][O:24][C:22]1[CH:21]=[CH:20][N:19]=[C:18]([C:15]2[N:11]3[CH2:12][C@H:13]([CH3:14])[NH:8][C:9](=[O:26])[C:10]3=[N:17][N:16]=2)[CH:23]=1. The yield is 0.620. (3) The reactants are CON(C)[C:4]([C:6]1[CH:7]=[N:8][C:9]([C:12]2[CH:17]=[CH:16][CH:15]=[CH:14][CH:13]=2)=[N:10][CH:11]=1)=[O:5].[C:19](=O)=O.C[Mg]Cl.[Cl-].[NH4+]. The catalyst is C1COCC1.C(OCC)C.C(O)C. The product is [C:12]1([C:9]2[N:10]=[CH:11][C:6]([C:4](=[O:5])[CH3:19])=[CH:7][N:8]=2)[CH:13]=[CH:14][CH:15]=[CH:16][CH:17]=1. The yield is 0.780.